The task is: Predict the reactants needed to synthesize the given product.. This data is from Full USPTO retrosynthesis dataset with 1.9M reactions from patents (1976-2016). (1) The reactants are: [OH:1][CH2:2][CH2:3][CH2:4][O:5][C:6]1[CH:11]=[C:10]([CH3:12])[C:9]([C:13]2[CH:18]=[CH:17][CH:16]=[C:15]([CH2:19][O:20][C:21]3[CH:28]=[CH:27][C:24]([CH:25]=[O:26])=[CH:23][CH:22]=3)[C:14]=2C)=[CH:8][CH:7]=1.[C:30](Cl)(=[O:32])[CH3:31].[CH2:34](N(CC)CC)C. Given the product [C:30]([O:1][CH2:2][CH2:3][CH2:4][O:5][C:6]1[CH:7]=[C:8]([CH3:34])[C:9]([C:13]2[CH:18]=[CH:17][CH:16]=[C:15]([CH2:19][O:20][C:21]3[CH:28]=[CH:27][C:24]([CH:25]=[O:26])=[CH:23][CH:22]=3)[CH:14]=2)=[C:10]([CH3:12])[CH:11]=1)(=[O:32])[CH3:31], predict the reactants needed to synthesize it. (2) Given the product [CH3:9][C:10]([CH3:28])([CH3:27])[CH2:11][CH2:12][O:13][C:14]1[CH:19]=[CH:18][CH:17]=[C:16]([O:20][CH2:21][CH2:22][C:23]([CH3:26])([CH3:25])[CH3:24])[C:15]=1[CH:37]=[O:38], predict the reactants needed to synthesize it. The reactants are: CN(CCN(C)C)C.[CH3:9][C:10]([CH3:28])([CH3:27])[CH2:11][CH2:12][O:13][C:14]1[CH:19]=[CH:18][CH:17]=[C:16]([O:20][CH2:21][CH2:22][C:23]([CH3:26])([CH3:25])[CH3:24])[CH:15]=1.[Li]CCCC.CN([CH:37]=[O:38])C. (3) Given the product [CH3:1][C:2]([C:8]1[CH:9]=[CH:10][CH:11]=[CH:12][CH:13]=1)([CH2:5][CH:6]=[CH2:7])[CH2:3][OH:4], predict the reactants needed to synthesize it. The reactants are: [CH3:1][C:2]([C:8]1[CH:13]=[CH:12][CH:11]=[CH:10][CH:9]=1)([CH2:5][CH:6]=[CH2:7])[CH:3]=[O:4].[H-].[Al+3].[Li+].[H-].[H-].[H-].